Dataset: Catalyst prediction with 721,799 reactions and 888 catalyst types from USPTO. Task: Predict which catalyst facilitates the given reaction. (1) Reactant: [Cl:1][C:2]1[CH:3]=[C:4]([CH:8]=[CH:9][C:10]=1[C:11]1[N:15]([CH3:16])[C:14]([C:17]([CH3:29])([O:19][C:20]2[C:25]([F:26])=[CH:24][C:23]([F:27])=[CH:22][C:21]=2[F:28])[CH3:18])=[N:13][N:12]=1)[C:5]([OH:7])=O.C1C=CC2N(O)N=[N:36][C:34]=2C=1.CN(C=O)C.CN.C1COCC1. Product: [ClH:1].[Cl:1][C:2]1[CH:3]=[C:4]([CH:8]=[CH:9][C:10]=1[C:11]1[N:15]([CH3:16])[C:14]([C:17]([CH3:18])([O:19][C:20]2[C:21]([F:28])=[CH:22][C:23]([F:27])=[CH:24][C:25]=2[F:26])[CH3:29])=[N:13][N:12]=1)[C:5]([NH:36][CH3:34])=[O:7]. The catalyst class is: 6. (2) Reactant: C(OC(=O)[NH:7][CH:8]([C:10]1[CH2:19][C@@H:18]([C:20]2[CH:25]=[CH:24][C:23]([Cl:26])=[C:22]([Cl:27])[CH:21]=2)[C:17]2[C:12](=[CH:13][CH:14]=[CH:15][CH:16]=2)[CH:11]=1)[CH3:9])(C)(C)C.C(O)(C(F)(F)F)=O. Product: [Cl:27][C:22]1[CH:21]=[C:20]([C@H:18]2[C:17]3[C:12](=[CH:13][CH:14]=[CH:15][CH:16]=3)[CH:11]=[C:10]([CH:8]([NH2:7])[CH3:9])[CH2:19]2)[CH:25]=[CH:24][C:23]=1[Cl:26]. The catalyst class is: 2. (3) Reactant: O.[OH-].[Li+].C[O:5][C:6](=[O:39])[CH2:7][C:8]1[C:17]([CH3:18])=[C:16]([C:19]2[CH:24]=[CH:23][C:22]([S:25]([C:28]3[CH:33]=[CH:32][CH:31]=[CH:30][C:29]=3[C:34]([F:37])([F:36])[F:35])(=[O:27])=[O:26])=[CH:21][CH:20]=2)[C:15]2[C:10](=[CH:11][CH:12]=[C:13]([Cl:38])[CH:14]=2)[CH:9]=1. Product: [Cl:38][C:13]1[CH:14]=[C:15]2[C:10](=[CH:11][CH:12]=1)[CH:9]=[C:8]([CH2:7][C:6]([OH:39])=[O:5])[C:17]([CH3:18])=[C:16]2[C:19]1[CH:20]=[CH:21][C:22]([S:25]([C:28]2[CH:33]=[CH:32][CH:31]=[CH:30][C:29]=2[C:34]([F:36])([F:35])[F:37])(=[O:27])=[O:26])=[CH:23][CH:24]=1. The catalyst class is: 20. (4) Reactant: [N+:1]([C:4]1[CH:13]=[CH:12][CH:11]=[C:10]2[C:5]=1[C:6]([CH:14]=[CH2:15])=[CH:7][N:8]=[CH:9]2)([O-:3])=[O:2].ClC1C=CC=C(C(OO)=[O:24])C=1.C(=O)([O-])O.[Na+]. Product: [N+:1]([C:4]1[CH:13]=[CH:12][CH:11]=[C:10]2[C:5]=1[C:6]([CH:14]=[CH2:15])=[CH:7][N+:8]([O-:24])=[CH:9]2)([O-:3])=[O:2]. The catalyst class is: 4. (5) Reactant: [CH2:1]([O:8][C:9]1[CH:10]=[C:11]([C:15]2[N:16]=[C:17]([CH:25]3[CH2:28][C:27](=[CH:29][O:30][CH3:31])[CH2:26]3)[N:18]3[CH:23]=[CH:22][N:21]=[C:20](Cl)[C:19]=23)[CH:12]=[CH:13][CH:14]=1)[C:2]1[CH:7]=[CH:6][CH:5]=[CH:4][CH:3]=1.CCC([O-])(C)C.[Na+].C(OC1C=C(C2[N:54]=C(C3CC(=O)C3)N3C=CN=C(Cl)C=23)C=CC=1)C1C=CC=CC=1. Product: [CH2:1]([O:8][C:9]1[CH:10]=[C:11]([C:15]2[N:16]=[C:17]([CH:25]3[CH2:28][C:27](=[CH:29][O:30][CH3:31])[CH2:26]3)[N:18]3[CH:23]=[CH:22][N:21]=[C:20]([NH2:54])[C:19]=23)[CH:12]=[CH:13][CH:14]=1)[C:2]1[CH:7]=[CH:6][CH:5]=[CH:4][CH:3]=1. The catalyst class is: 48. (6) Reactant: [F:1][C:2]1[CH:3]=[C:4]([C:8]2[CH:17]=[C:16]3[C:11]([N:12]=[CH:13][C:14]([C:18]4[S:19][CH:20]=[CH:21][N:22]=4)=[N:15]3)=[C:10]([C:23]([NH:25][CH2:26][C:27]([O:29]CC)=[O:28])=[O:24])[C:9]=2[OH:32])[CH:5]=[CH:6][CH:7]=1.[OH-].[Na+]. Product: [F:1][C:2]1[CH:3]=[C:4]([C:8]2[CH:17]=[C:16]3[C:11]([N:12]=[CH:13][C:14]([C:18]4[S:19][CH:20]=[CH:21][N:22]=4)=[N:15]3)=[C:10]([C:23]([NH:25][CH2:26][C:27]([OH:29])=[O:28])=[O:24])[C:9]=2[OH:32])[CH:5]=[CH:6][CH:7]=1. The catalyst class is: 8. (7) Reactant: [CH:1](=[N:3]/[OH:4])\[CH3:2].[CH3:5][C:6]([NH2:10])([C:8]#[CH:9])[CH3:7].C(N(CC)CC)C.Cl[O-].[Na+]. Product: [CH3:5][C:6]([NH2:10])([C:8]1[O:4][N:3]=[C:1]([CH3:2])[CH:9]=1)[CH3:7]. The catalyst class is: 2. (8) Reactant: [OH:1][C:2]1[CH:7]=[CH:6][C:5]([NH:8]C(=O)C)=[CH:4][CH:3]=1.C(=O)([O-])[O-].[K+].[K+].[ClH:18].[Cl:19][CH2:20][C:21]1[CH:26]=[CH:25][C:24]([CH3:27])=[CH:23][N:22]=1.O. The catalyst class is: 8. Product: [ClH:19].[ClH:18].[CH3:27][C:24]1[CH:25]=[CH:26][C:21]([CH2:20][O:1][C:2]2[CH:3]=[CH:4][C:5]([NH2:8])=[CH:6][CH:7]=2)=[N:22][CH:23]=1.